Dataset: Forward reaction prediction with 1.9M reactions from USPTO patents (1976-2016). Task: Predict the product of the given reaction. Given the reactants [CH3:1][C@H:2]1[C@@H:6]([C:7]2[CH:12]=[CH:11][CH:10]=[CH:9][CH:8]=2)[O:5][C:4](=[O:13])[NH:3]1.[H-].[Na+].[CH2:16]([O:18][C:19](=[O:38])[CH2:20][C:21]1[CH:26]=[C:25]([O:27][C:28]2[CH:33]=[CH:32][C:31]([Br:34])=[CH:30][C:29]=2[CH2:35]Br)[CH:24]=[CH:23][C:22]=1[Cl:37])[CH3:17], predict the reaction product. The product is: [CH2:16]([O:18][C:19](=[O:38])[CH2:20][C:21]1[CH:26]=[C:25]([O:27][C:28]2[CH:33]=[CH:32][C:31]([Br:34])=[CH:30][C:29]=2[CH2:35][N:3]2[C@@H:2]([CH3:1])[C@@H:6]([C:7]3[CH:12]=[CH:11][CH:10]=[CH:9][CH:8]=3)[O:5][C:4]2=[O:13])[CH:24]=[CH:23][C:22]=1[Cl:37])[CH3:17].